From a dataset of TCR-epitope binding with 47,182 pairs between 192 epitopes and 23,139 TCRs. Binary Classification. Given a T-cell receptor sequence (or CDR3 region) and an epitope sequence, predict whether binding occurs between them. (1) The epitope is VSFIEFVGW. The TCR CDR3 sequence is CASSPLNRAGFDEQFF. Result: 0 (the TCR does not bind to the epitope). (2) Result: 1 (the TCR binds to the epitope). The TCR CDR3 sequence is CASSQDPGPNSNQPQHF. The epitope is NLVPMVATV. (3) The epitope is PROT_97E67BCC. The TCR CDR3 sequence is CASSLLAGGMDEQFF. Result: 1 (the TCR binds to the epitope). (4) The epitope is RPPIFIRRL. The TCR CDR3 sequence is CASSETGGPYEQYF. Result: 0 (the TCR does not bind to the epitope).